Dataset: Reaction yield outcomes from USPTO patents with 853,638 reactions. Task: Predict the reaction yield, written as a fraction of the theoretical maximum amount of product (1.0 means a 100% yield; for example, 0.34 means a 34% yield). (1) The reactants are [N:1]1[CH:6]=[CH:5][CH:4]=[CH:3][C:2]=1[C:7]1[CH:8]=[CH:9][C:10](=O)[NH:11][N:12]=1.P12(SP3(SP(SP(S3)(S1)=S)(=S)S2)=S)=[S:15]. The catalyst is N1C=CC=CC=1.O. The product is [N:1]1[CH:6]=[CH:5][CH:4]=[CH:3][C:2]=1[C:7]1[CH:8]=[CH:9][C:10](=[S:15])[NH:11][N:12]=1. The yield is 0.920. (2) The product is [C:1]([O:4][CH2:5][C:6]1[CH:11]=[C:10]([O:12][CH2:33][CH2:34][CH2:35][S:36]([CH3:39])(=[O:38])=[O:37])[CH:9]=[C:8]([CH3:13])[C:7]=1[C:14]1[CH:19]=[CH:18][CH:17]=[C:16]([CH2:20][OH:21])[CH:15]=1)(=[O:3])[CH3:2]. The yield is 0.600. The catalyst is CN(C)C=O. The reactants are [C:1]([O:4][CH2:5][C:6]1[CH:11]=[C:10]([OH:12])[CH:9]=[C:8]([CH3:13])[C:7]=1[C:14]1[CH:19]=[CH:18][CH:17]=[C:16]([CH2:20][OH:21])[CH:15]=1)(=[O:3])[CH3:2].CC1C=CC(S(O[CH2:33][CH2:34][CH2:35][S:36]([CH3:39])(=[O:38])=[O:37])(=O)=O)=CC=1.C(=O)([O-])[O-].[K+].[K+].O. (3) The yield is 0.800. The reactants are [OH:1][C@H:2]([C:36]1[CH:45]=[CH:44][C:43]([OH:46])=[C:42]2[C:37]=1[CH:38]=[CH:39][C:40](=[O:47])[NH:41]2)[CH2:3][NH:4][CH2:5][CH2:6][CH2:7][CH2:8][CH2:9][CH2:10][CH2:11][CH2:12][CH2:13][N:14]1[CH2:19][CH2:18][CH:17]([O:20][C:21](=[O:35])[NH:22][C:23]2[CH:28]=[CH:27][CH:26]=[CH:25][C:24]=2[C:29]2[CH:34]=[CH:33][CH:32]=[CH:31][CH:30]=2)[CH2:16][CH2:15]1.[C:48]1([S:62]([OH:65])(=[O:64])=[O:63])[C:57]2[CH:56]=[CH:55][CH:54]=[C:53]([S:58]([OH:61])(=[O:60])=[O:59])[C:52]=2[CH:51]=[CH:50][CH:49]=1. The catalyst is CO. The product is [C:48]1([S:62]([OH:65])(=[O:64])=[O:63])[C:57]2[CH:56]=[CH:55][CH:54]=[C:53]([S:58]([OH:61])(=[O:60])=[O:59])[C:52]=2[CH:51]=[CH:50][CH:49]=1.[OH:1][C@H:2]([C:36]1[CH:45]=[CH:44][C:43]([OH:46])=[C:42]2[C:37]=1[CH:38]=[CH:39][C:40](=[O:47])[NH:41]2)[CH2:3][NH:4][CH2:5][CH2:6][CH2:7][CH2:8][CH2:9][CH2:10][CH2:11][CH2:12][CH2:13][N:14]1[CH2:15][CH2:16][CH:17]([O:20][C:21](=[O:35])[NH:22][C:23]2[CH:28]=[CH:27][CH:26]=[CH:25][C:24]=2[C:29]2[CH:30]=[CH:31][CH:32]=[CH:33][CH:34]=2)[CH2:18][CH2:19]1. (4) The reactants are Cl.[CH3:2][O:3][C:4]1[CH:5]=[C:6]2[C:11](=[CH:12][CH:13]=1)[C:10]([C:14]1[CH:27]=[CH:26][C:17]([O:18][CH2:19][CH2:20][N:21]3[CH2:25][CH2:24][CH2:23][CH2:22]3)=[CH:16][CH:15]=1)=[C:9]([C:28]1[CH:33]=[CH:32][CH:31]=[CH:30][CH:29]=1)[CH2:8][CH2:7]2. The catalyst is CCO.CO.[OH-].[OH-].[Pd+2]. The product is [CH3:2][O:3][C:4]1[CH:5]=[C:6]2[C:11](=[CH:12][CH:13]=1)[C@@H:10]([C:14]1[CH:27]=[CH:26][C:17]([O:18][CH2:19][CH2:20][N:21]3[CH2:25][CH2:24][CH2:23][CH2:22]3)=[CH:16][CH:15]=1)[C@@H:9]([C:28]1[CH:33]=[CH:32][CH:31]=[CH:30][CH:29]=1)[CH2:8][CH2:7]2. The yield is 0.900. (5) The reactants are [CH2:1]([C:8]1[S:12][C:11]([C:13]2[C:18]([Cl:19])=[CH:17][N:16]=[C:15](SC)[N:14]=2)=[N:10][N:9]=1)[C:2]1[CH:7]=[CH:6][CH:5]=[CH:4][CH:3]=1.OOS([O-])=O.[K+].[NH2:28][CH2:29][CH2:30][N:31]1[C:35]([CH3:37])([CH3:36])[C:34](=[O:38])[NH:33][C:32]1=[O:39].C(N(C(C)C)CC)(C)C. The catalyst is CC(C)=O.O.CC(O)C. The product is [CH2:1]([C:8]1[S:12][C:11]([C:13]2[C:18]([Cl:19])=[CH:17][N:16]=[C:15]([NH:28][CH2:29][CH2:30][N:31]3[C:35]([CH3:36])([CH3:37])[C:34](=[O:38])[NH:33][C:32]3=[O:39])[N:14]=2)=[N:10][N:9]=1)[C:2]1[CH:7]=[CH:6][CH:5]=[CH:4][CH:3]=1. The yield is 0.900. (6) No catalyst specified. The yield is 0.440. The reactants are [CH3:1][C:2]1[S:6][C:5]2[CH:7]=[C:8]([O:11][C:12]3[CH:17]=[CH:16][N:15]=[C:14]4[CH:18]=[C:19]([CH3:21])[S:20][C:13]=34)[CH:9]=[CH:10][C:4]=2[C:3]=1[C:22](Cl)=[O:23].[N:25]1([CH2:31][CH2:32][CH2:33][NH2:34])[CH2:30][CH2:29][O:28][CH2:27][CH2:26]1. The product is [N:25]1([CH2:31][CH2:32][CH2:33][NH:34][C:22]([C:3]2[C:4]3[CH:10]=[CH:9][C:8]([O:11][C:12]4[CH:17]=[CH:16][N:15]=[C:14]5[CH:18]=[C:19]([CH3:21])[S:20][C:13]=45)=[CH:7][C:5]=3[S:6][C:2]=2[CH3:1])=[O:23])[CH2:30][CH2:29][O:28][CH2:27][CH2:26]1. (7) The reactants are [OH-].[Na+].[F:3][C:4]1[C:12]([O:13][CH3:14])=[C:11]([F:15])[CH:10]=[C:9]2[C:5]=1[C:6]([CH2:17][C:18]([O:20]CC)=[O:19])=[C:7]([CH3:16])[NH:8]2. The catalyst is C(O)C. The product is [F:3][C:4]1[C:12]([O:13][CH3:14])=[C:11]([F:15])[CH:10]=[C:9]2[C:5]=1[C:6]([CH2:17][C:18]([OH:20])=[O:19])=[C:7]([CH3:16])[NH:8]2. The yield is 0.760. (8) The reactants are C1[O:9][C:8]2[CH:7]=[CH:6][C:5]([C:10]([CH:12]([C:14]3[CH:19]=[CH:18][C:17]4[O:20]C[O:22][C:16]=4[CH:15]=3)O)=O)=[CH:4][C:3]=2[O:2]1. The catalyst is CO.[OH-].[OH-].[Pd+2]. The product is [OH:2][C:3]1[CH:4]=[C:5]([CH2:10][CH2:12][C:14]2[CH:19]=[CH:18][C:17]([OH:20])=[C:16]([OH:22])[CH:15]=2)[CH:6]=[CH:7][C:8]=1[OH:9]. The yield is 0.680.